This data is from Retrosynthesis with 50K atom-mapped reactions and 10 reaction types from USPTO. The task is: Predict the reactants needed to synthesize the given product. (1) The reactants are: Cc1c(C2=CC(O[Si](C)(C)C(C)(C)C)CC2)c(F)c2oc(C3CC3)nc2c1C#N. Given the product Cc1c(C2=CC(O)CC2)c(F)c2oc(C3CC3)nc2c1C#N, predict the reactants needed to synthesize it. (2) Given the product CCC(O)CC(=O)OC, predict the reactants needed to synthesize it. The reactants are: CCC(=O)CC(=O)OC. (3) Given the product CCCO[C@@]12CCC(=O)[C@]3(C)Oc4c(O)ccc5c4[C@]13CCN(CC1CC1)[C@@H]2C5, predict the reactants needed to synthesize it. The reactants are: CCCO[C@@]12CCC(=O)[C@]3(C)Oc4c(OC)ccc5c4[C@]13CCN(CC1CC1)[C@@H]2C5. (4) Given the product O=C1CC(c2ccccc2O)=Nc2ccc(N3CCOCC3)cc21, predict the reactants needed to synthesize it. The reactants are: O=C1CC(c2ccccc2OCc2ccccc2)=Nc2ccc(N3CCOCC3)cc21. (5) Given the product COC(=O)c1cc(C(F)(F)F)c(O)cc1C, predict the reactants needed to synthesize it. The reactants are: COC(=O)c1cc(C(F)(F)F)c(OCc2ccccc2)cc1C. (6) Given the product CN(C)CCCC1Oc2ccccc2N(c2ccccc2)S1(=O)=O, predict the reactants needed to synthesize it. The reactants are: CNC.O=S1(=O)C(CCCBr)Oc2ccccc2N1c1ccccc1. (7) Given the product CCOC(=O)c1ccc(-c2cc3c(Oc4ccc5[nH]c(C)cc5c4F)ncn(Cc4ccc(OC)cc4)c-3n2)cc1, predict the reactants needed to synthesize it. The reactants are: CCOC(=O)c1ccc(-c2cc3c(Cl)ncn(Cc4ccc(OC)cc4)c-3n2)cc1.Cc1cc2c(F)c(O)ccc2[nH]1. (8) Given the product CCCC1CN(C(=O)OC(C)(C)C)CC(OCc2nc3ccccc3n2CC)C1c1ccc(Cl)cc1, predict the reactants needed to synthesize it. The reactants are: CCCC1CN(C(=O)OC(C)(C)C)CC(O)C1c1ccc(Cl)cc1.CCn1c(CCl)nc2ccccc21. (9) Given the product COCCS(=O)c1nc[nH]n1, predict the reactants needed to synthesize it. The reactants are: COCCSc1nc[nH]n1.OO. (10) Given the product OCC1CCc2ccccc21, predict the reactants needed to synthesize it. The reactants are: O=C(O)C1CCc2ccccc21.